Dataset: Peptide-MHC class I binding affinity with 185,985 pairs from IEDB/IMGT. Task: Regression. Given a peptide amino acid sequence and an MHC pseudo amino acid sequence, predict their binding affinity value. This is MHC class I binding data. The peptide sequence is LMIIPLINV. The MHC is HLA-A23:01 with pseudo-sequence HLA-A23:01. The binding affinity (normalized) is 0.0718.